From a dataset of Reaction yield outcomes from USPTO patents with 853,638 reactions. Predict the reaction yield, written as a fraction of the theoretical maximum amount of product (1.0 means a 100% yield; for example, 0.34 means a 34% yield). (1) The reactants are [Cl:1][C:2]1[CH:9]=[CH:8][CH:7]=[C:6](F)[C:3]=1[CH:4]=[O:5].[NH:11]1[CH2:15][CH2:14][CH2:13][CH2:12]1.C(=O)([O-])[O-].[K+].[K+].CS(C)=O. The catalyst is O. The product is [Cl:1][C:2]1[CH:9]=[CH:8][CH:7]=[C:6]([N:11]2[CH2:15][CH2:14][CH2:13][CH2:12]2)[C:3]=1[CH:4]=[O:5]. The yield is 0.530. (2) The reactants are C1COCC1.[CH3:6][O:7][C:8]1[CH:13]=[CH:12][C:11]([NH:14][CH:15]([CH3:20])[C:16]([O:18]C)=[O:17])=[CH:10][CH:9]=1.[OH-].[Na+].Cl. The catalyst is O.CO. The product is [CH3:6][O:7][C:8]1[CH:9]=[CH:10][C:11]([NH:14][CH:15]([CH3:20])[C:16]([OH:18])=[O:17])=[CH:12][CH:13]=1. The yield is 0.770. (3) The reactants are [CH2:1]([C:5]1[CH:13]=[CH:12][C:8]([C:9]([OH:11])=O)=[CH:7][CH:6]=1)[CH:2]([CH3:4])[CH3:3].C(N1C=CN=C1)(N1C=CN=C1)=O.O[NH:27][C:28](=[NH:37])[C:29]1[CH:34]=[CH:33][C:32]([CH2:35][OH:36])=[CH:31][CH:30]=1. The catalyst is CN(C=O)C.C(OCC)(=O)C. The product is [CH2:1]([C:5]1[CH:6]=[CH:7][C:8]([C:9]2[O:11][N:37]=[C:28]([C:29]3[CH:34]=[CH:33][C:32]([CH2:35][OH:36])=[CH:31][CH:30]=3)[N:27]=2)=[CH:12][CH:13]=1)[CH:2]([CH3:3])[CH3:4]. The yield is 0.290. (4) The reactants are ClC1C2C(=CC(C)=CC=2)N=C(C(F)(F)C2C=CC(F)=CC=2)N=1.[F:23][C:24]([F:44])([C:37]1[CH:42]=[CH:41][C:40]([F:43])=[CH:39][CH:38]=1)[C:25]1[N:34]=[C:33]([OH:35])[C:32]2[C:27](=[CH:28][C:29](C)=[CH:30][CH:31]=2)[N:26]=1. No catalyst specified. The product is [F:44][C:24]([F:23])([C:37]1[CH:42]=[CH:41][C:40]([F:43])=[CH:39][CH:38]=1)[C:25]1[N:34]=[C:33]([OH:35])[C:32]2[C:27](=[CH:28][CH:29]=[CH:30][CH:31]=2)[N:26]=1. The yield is 0.950. (5) The reactants are [Br:1][C:2]1[CH:17]=[CH:16][CH:15]=[CH:14][C:3]=1[O:4][C:5]1[CH:13]=[CH:12][CH:11]=[CH:10][C:6]=1[C:7]([OH:9])=O.FC(F)(F)C(OC(=O)C(F)(F)F)=O.B(F)(F)F.CCOCC.[OH-].[Na+]. The catalyst is ClCCl. The product is [Br:1][C:2]1[C:3]2[O:4][C:5]3[C:6](=[CH:10][CH:11]=[CH:12][CH:13]=3)[C:7](=[O:9])[C:14]=2[CH:15]=[CH:16][CH:17]=1. The yield is 0.918. (6) The reactants are [O:1]=[C:2]([N:10]1[C@H:14]([C:15]2[CH:20]=[CH:19][CH:18]=[CH:17][CH:16]=2)[CH2:13][O:12][C:11]1=[O:21])[CH2:3]P(=O)(OC)OC.CC(C)([O-])C.[K+].[Cl:28][C:29]1[CH:36]=[CH:35][C:32]([CH:33]=O)=[CH:31][CH:30]=1. The product is [Cl:28][C:29]1[CH:36]=[CH:35][C:32](/[CH:33]=[CH:3]/[C:2]([N:10]2[C@H:14]([C:15]3[CH:16]=[CH:17][CH:18]=[CH:19][CH:20]=3)[CH2:13][O:12][C:11]2=[O:21])=[O:1])=[CH:31][CH:30]=1. The yield is 0.740. The catalyst is C1COCC1. (7) The reactants are [CH:1]([CH:4]1[CH2:8][CH2:7][C:6](=O)[CH:5]1[C:10]([O:12][CH3:13])=[O:11])([CH3:3])[CH3:2].C([O-])(=O)C.[NH4+:18]. The catalyst is CO. The product is [NH2:18][C:6]1[CH2:7][CH2:8][CH:4]([CH:1]([CH3:3])[CH3:2])[C:5]=1[C:10]([O:12][CH3:13])=[O:11]. The yield is 0.610. (8) The reactants are C(O[C:4](=O)[C:5]([C:8]1[CH:13]=[CH:12][C:11]([CH2:14][CH2:15]O)=[CH:10][CH:9]=1)([CH3:7])[CH3:6])C.[NH2:18][C:19]([CH3:23])([CH3:22])[CH2:20][OH:21].CC(C)([O-])C.[K+].S(Cl)([Cl:32])=O.[OH-].[Na+]. The catalyst is C(#N)C.ClCCl. The product is [Cl:32][CH2:15][CH2:14][C:11]1[CH:12]=[CH:13][C:8]([C:5]([C:7]2[O:21][CH2:20][C:19]([CH3:23])([CH3:22])[N:18]=2)([CH3:6])[CH3:4])=[CH:9][CH:10]=1. The yield is 0.800. (9) The reactants are C(O)(C)(C)C.C(NCC)C.[Cl:11][C:12]1[N:17]=[CH:16][C:15]([C:18](=[O:20])[CH3:19])=[CH:14][CH:13]=1.Br[CH2:22][C:23]([C:25]1[CH:26]=[N:27][C:28]([Cl:31])=[CH:29][CH:30]=1)=[O:24].OS(O)(=O)=O. The catalyst is C1C=CC=CC=1.[Cl-].[Zn+2].[Cl-]. The product is [Cl:11][C:12]1[N:17]=[CH:16][C:15]([C:18](=[O:20])[CH2:19][CH2:22][C:23]([C:25]2[CH:26]=[N:27][C:28]([Cl:31])=[CH:29][CH:30]=2)=[O:24])=[CH:14][CH:13]=1. The yield is 0.850. (10) The reactants are [F:1][C:2]1[CH:7]=[CH:6][C:5]([C:8](=[C:16]2[CH2:21][C:20]([CH3:23])([CH3:22])[CH2:19][C:18]([CH3:25])([CH3:24])[CH2:17]2)[C:9]2[CH:14]=[CH:13][C:12]([OH:15])=[CH:11][CH:10]=2)=[CH:4][CH:3]=1.C([O-])([O-])=O.[K+].[K+].Cl[CH2:33][CH2:34][O:35][CH2:36][CH2:37][OH:38]. The catalyst is CC(C)=O. The product is [F:1][C:2]1[CH:3]=[CH:4][C:5]([C:8](=[C:16]2[CH2:17][C:18]([CH3:25])([CH3:24])[CH2:19][C:20]([CH3:23])([CH3:22])[CH2:21]2)[C:9]2[CH:14]=[CH:13][C:12]([O:15][CH2:33][CH2:34][O:35][CH2:36][CH2:37][OH:38])=[CH:11][CH:10]=2)=[CH:6][CH:7]=1. The yield is 0.450.